Task: Regression. Given two drug SMILES strings and cell line genomic features, predict the synergy score measuring deviation from expected non-interaction effect.. Dataset: NCI-60 drug combinations with 297,098 pairs across 59 cell lines (1) Drug 1: C1=CC(=CC=C1CCC2=CNC3=C2C(=O)NC(=N3)N)C(=O)NC(CCC(=O)O)C(=O)O. Drug 2: C1=CN(C(=O)N=C1N)C2C(C(C(O2)CO)O)O.Cl. Cell line: COLO 205. Synergy scores: CSS=61.9, Synergy_ZIP=-1.11, Synergy_Bliss=-2.88, Synergy_Loewe=3.84, Synergy_HSA=6.51. (2) Drug 1: COC1=CC(=CC(=C1O)OC)C2C3C(COC3=O)C(C4=CC5=C(C=C24)OCO5)OC6C(C(C7C(O6)COC(O7)C8=CC=CS8)O)O. Drug 2: CN(C(=O)NC(C=O)C(C(C(CO)O)O)O)N=O. Cell line: 786-0. Synergy scores: CSS=15.5, Synergy_ZIP=-0.982, Synergy_Bliss=-2.85, Synergy_Loewe=-43.7, Synergy_HSA=-2.35. (3) Drug 1: C1=CC=C(C(=C1)C(C2=CC=C(C=C2)Cl)C(Cl)Cl)Cl. Drug 2: CN(C(=O)NC(C=O)C(C(C(CO)O)O)O)N=O. Cell line: SF-539. Synergy scores: CSS=3.19, Synergy_ZIP=2.08, Synergy_Bliss=-3.54, Synergy_Loewe=1.27, Synergy_HSA=-1.96. (4) Drug 1: C1CCN(CC1)CCOC2=CC=C(C=C2)C(=O)C3=C(SC4=C3C=CC(=C4)O)C5=CC=C(C=C5)O. Drug 2: CNC(=O)C1=CC=CC=C1SC2=CC3=C(C=C2)C(=NN3)C=CC4=CC=CC=N4. Cell line: SF-539. Synergy scores: CSS=13.1, Synergy_ZIP=-5.96, Synergy_Bliss=-1.38, Synergy_Loewe=-3.79, Synergy_HSA=0.819. (5) Drug 1: CN(CC1=CN=C2C(=N1)C(=NC(=N2)N)N)C3=CC=C(C=C3)C(=O)NC(CCC(=O)O)C(=O)O. Drug 2: CC1=CC=C(C=C1)C2=CC(=NN2C3=CC=C(C=C3)S(=O)(=O)N)C(F)(F)F. Cell line: NCI-H460. Synergy scores: CSS=21.3, Synergy_ZIP=2.76, Synergy_Bliss=1.77, Synergy_Loewe=-56.2, Synergy_HSA=-5.86. (6) Drug 1: CC12CCC(CC1=CCC3C2CCC4(C3CC=C4C5=CN=CC=C5)C)O. Drug 2: CN(CCCl)CCCl.Cl. Cell line: NCI-H522. Synergy scores: CSS=18.4, Synergy_ZIP=0.552, Synergy_Bliss=3.19, Synergy_Loewe=-5.28, Synergy_HSA=2.72. (7) Drug 1: CC1C(C(CC(O1)OC2CC(OC(C2O)C)OC3=CC4=CC5=C(C(=O)C(C(C5)C(C(=O)C(C(C)O)O)OC)OC6CC(C(C(O6)C)O)OC7CC(C(C(O7)C)O)OC8CC(C(C(O8)C)O)(C)O)C(=C4C(=C3C)O)O)O)O. Drug 2: C1CN(CCN1C(=O)CCBr)C(=O)CCBr. Cell line: TK-10. Synergy scores: CSS=40.9, Synergy_ZIP=-1.77, Synergy_Bliss=0.255, Synergy_Loewe=-13.8, Synergy_HSA=0.166. (8) Cell line: BT-549. Synergy scores: CSS=15.9, Synergy_ZIP=-4.93, Synergy_Bliss=-1.28, Synergy_Loewe=-4.33, Synergy_HSA=-2.43. Drug 1: CC1=C(C=C(C=C1)NC(=O)C2=CC=C(C=C2)CN3CCN(CC3)C)NC4=NC=CC(=N4)C5=CN=CC=C5. Drug 2: C1CN(CCN1C(=O)CCBr)C(=O)CCBr. (9) Drug 1: C1CCN(CC1)CCOC2=CC=C(C=C2)C(=O)C3=C(SC4=C3C=CC(=C4)O)C5=CC=C(C=C5)O. Drug 2: C1=CC=C(C=C1)NC(=O)CCCCCCC(=O)NO. Cell line: SNB-75. Synergy scores: CSS=3.85, Synergy_ZIP=-1.82, Synergy_Bliss=-1.61, Synergy_Loewe=-1.96, Synergy_HSA=-1.80.